Predict the product of the given reaction. From a dataset of Forward reaction prediction with 1.9M reactions from USPTO patents (1976-2016). (1) Given the reactants [Br-:1].[Br-].[Br-].C([N+](CCCC)(CCCC)CCCC)CCC.C([N+](CCCC)(CCCC)CCCC)CCC.C([N+](CCCC)(CCCC)CCCC)CCC.[Cl:55][C:56]1[CH:61]=[C:60]([Cl:62])[CH:59]=[CH:58][C:57]=1[C:63](=[O:66])[CH2:64][CH3:65], predict the reaction product. The product is: [Br:1][CH:64]([CH3:65])[C:63]([C:57]1[CH:58]=[CH:59][C:60]([Cl:62])=[CH:61][C:56]=1[Cl:55])=[O:66]. (2) The product is: [Br:1][C:2]1[CH:3]=[N:4][CH:5]=[CH:6][C:7]=1[O:8][CH:11]([CH:10]=[CH2:9])[CH3:12]. Given the reactants [Br:1][C:2]1[CH:3]=[N:4][CH:5]=[CH:6][C:7]=1[OH:8].[CH3:9][CH:10](O)[CH:11]=[CH2:12].C1(P(C2C=CC=CC=2)C2C=CC=CC=2)C=CC=CC=1.CC(OC(/N=N/C(OC(C)C)=O)=O)C, predict the reaction product. (3) The product is: [CH2:14]([O:13][C:11]([C:10]1[CH:9]=[N:8][N:7]2[C:2]([NH:25][C:24]3[CH:26]=[CH:27][C:21]([F:20])=[CH:22][C:23]=3[CH3:28])=[C:3]([C:16]([O:18][CH3:19])=[O:17])[CH:4]=[N:5][C:6]=12)=[O:12])[CH3:15]. Given the reactants Cl[C:2]1[N:7]2[N:8]=[CH:9][C:10]([C:11]([O:13][CH2:14][CH3:15])=[O:12])=[C:6]2[N:5]=[CH:4][C:3]=1[C:16]([O:18][CH3:19])=[O:17].[F:20][C:21]1[CH:27]=[CH:26][C:24]([NH2:25])=[C:23]([CH3:28])[CH:22]=1, predict the reaction product. (4) Given the reactants Cl.[O:2]1[CH:6]=[CH:5][CH:4]=[C:3]1[C:7]1[CH:8]=[C:9]([CH:12]=[CH:13][CH:14]=1)[CH2:10][NH2:11].[Cl:15][C:16]1[CH:21]=[CH:20][C:19]([NH:22][C:23](=[O:30])[CH2:24][O:25][CH2:26][C:27](O)=[O:28])=[C:18]([C:31]([O:33]C)=[O:32])[CH:17]=1, predict the reaction product. The product is: [Cl:15][C:16]1[CH:21]=[CH:20][C:19]([NH:22][C:23](=[O:30])[CH2:24][O:25][CH2:26][C:27]([NH:11][CH2:10][C:9]2[CH:12]=[CH:13][CH:14]=[C:7]([C:3]3[O:2][CH:6]=[CH:5][CH:4]=3)[CH:8]=2)=[O:28])=[C:18]([CH:17]=1)[C:31]([OH:33])=[O:32]. (5) Given the reactants [F:1][C:2]1[CH:7]=[CH:6][C:5]([CH:8]([C:20]2[CH:25]=[CH:24][C:23]([F:26])=[CH:22][CH:21]=2)[N:9]2[CH:14]=[CH:13][CH:12]=[C:11]([C:15]([O:17]C)=[O:16])[C:10]2=[O:19])=[CH:4][CH:3]=1.[OH-].[Na+].Cl, predict the reaction product. The product is: [F:1][C:2]1[CH:7]=[CH:6][C:5]([CH:8]([C:20]2[CH:21]=[CH:22][C:23]([F:26])=[CH:24][CH:25]=2)[N:9]2[CH:14]=[CH:13][CH:12]=[C:11]([C:15]([OH:17])=[O:16])[C:10]2=[O:19])=[CH:4][CH:3]=1. (6) Given the reactants [Br:1][C:2]1[CH:7]=[CH:6][C:5]([OH:8])=[CH:4][CH:3]=1.[OH-:9].[Na+].[CH2:11]=O.[C:13]([OH:16])(=O)C, predict the reaction product. The product is: [Br:1][C:2]1[CH:7]=[C:6]([CH2:13][OH:16])[C:5]([OH:8])=[C:4]([CH2:11][OH:9])[CH:3]=1. (7) Given the reactants C([N:4]1[C:12]2[C:7](=[CH:8][CH:9]=[C:10]([I:13])[CH:11]=2)[CH2:6][CH2:5]1)(=O)C.[OH-].[Na+].CCO, predict the reaction product. The product is: [I:13][C:10]1[CH:11]=[C:12]2[C:7]([CH2:6][CH2:5][NH:4]2)=[CH:8][CH:9]=1.